Task: Predict the reaction yield, written as a fraction of the theoretical maximum amount of product (1.0 means a 100% yield; for example, 0.34 means a 34% yield).. Dataset: Reaction yield outcomes from USPTO patents with 853,638 reactions (1) The reactants are [CH2:1]([N:6]1[CH:10]=[C:9]([N+:11]([O-:13])=[O:12])[CH:8]=[C:7]1[C:14]([O:16]CC)=[O:15])[CH2:2][CH:3]([CH3:5])[CH3:4].[OH-].[Na+]. The catalyst is C(O)C. The product is [CH2:1]([N:6]1[CH:10]=[C:9]([N+:11]([O-:13])=[O:12])[CH:8]=[C:7]1[C:14]([OH:16])=[O:15])[CH2:2][CH:3]([CH3:5])[CH3:4]. The yield is 0.950. (2) The reactants are [NH2:1][C@@H:2]([C@H:6]([OH:9])[CH2:7][CH3:8])[C:3]([OH:5])=[O:4].[C:10]([O-:13])(O)=[O:11].[Na+].[C:15]1([CH2:21][CH2:22][CH2:23][CH2:24][CH2:25]C2C(=O)N(C([O-])=O)C=CC=2)[CH:20]=[CH:19][CH:18]=[CH:17][CH:16]=1. The catalyst is O.C1COCC1. The product is [OH:9][C@H:6]([CH2:7][CH3:8])[C@H:2]([NH:1][C:10]([O:13][CH2:25][CH2:24][CH2:23][CH2:22][CH2:21][C:15]1[CH:20]=[CH:19][CH:18]=[CH:17][CH:16]=1)=[O:11])[C:3]([OH:5])=[O:4]. The yield is 0.460.